This data is from Catalyst prediction with 721,799 reactions and 888 catalyst types from USPTO. The task is: Predict which catalyst facilitates the given reaction. (1) Product: [CH2:12]([O:6][C:5](=[O:7])[C:4]1[CH:8]=[CH:9][C:10]([F:11])=[C:2]([Cl:1])[CH:3]=1)[CH3:13]. The catalyst class is: 14. Reactant: [Cl:1][C:2]1[CH:3]=[C:4]([CH:8]=[CH:9][C:10]=1[F:11])[C:5]([OH:7])=[O:6].[CH3:12][C:13]1C=CC(S(O)(=O)=O)=CC=1.O.[OH-].[Na+]. (2) Reactant: [Cl:1][C:2]1[C:11]([NH2:12])=[C:10]([NH:13][C@@H:14]([C:16]2[CH:21]=[CH:20][CH:19]=[CH:18][CH:17]=2)[CH3:15])[C:9]2[C:4](=[CH:5][CH:6]=[CH:7][CH:8]=2)[N:3]=1.[N:22]#[C:23][Br:24]. Product: [BrH:24].[Cl:1][C:2]1[C:11]2[N:12]=[C:23]([NH2:22])[N:13]([C@@H:14]([C:16]3[CH:21]=[CH:20][CH:19]=[CH:18][CH:17]=3)[CH3:15])[C:10]=2[C:9]2[CH:8]=[CH:7][CH:6]=[CH:5][C:4]=2[N:3]=1. The catalyst class is: 8. (3) Reactant: [NH2:1][C:2](=[O:33])[CH2:3][C:4]1[CH:9]=[CH:8][C:7]([NH:10][C:11]2[CH:16]=[C:15]([N:17]3[CH2:22][CH2:21][N:20](C(OC(C)(C)C)=O)[CH2:19][CH2:18]3)[N:14]=[C:13]3[CH2:30][CH2:31][CH2:32][C:12]=23)=[CH:6][CH:5]=1.[ClH:34]. Product: [ClH:34].[N:17]1([C:15]2[N:14]=[C:13]3[CH2:30][CH2:31][CH2:32][C:12]3=[C:11]([NH:10][C:7]3[CH:8]=[CH:9][C:4]([CH2:3][C:2]([NH2:1])=[O:33])=[CH:5][CH:6]=3)[CH:16]=2)[CH2:22][CH2:21][NH:20][CH2:19][CH2:18]1. The catalyst class is: 5. (4) Reactant: [C:1]([O:6][CH2:7][CH2:8][O:9]C(=O)C(C)=C)(=[O:5])[C:2]([CH3:4])=[CH2:3].S([O-])(OCCCCCCCCCCCC)(=O)=O.[Na+]. Product: [CH3:4][C:2]([C:1]([O:6][CH2:7][CH2:8][OH:9])=[O:5])=[CH2:3]. The catalyst class is: 6.